This data is from Full USPTO retrosynthesis dataset with 1.9M reactions from patents (1976-2016). The task is: Predict the reactants needed to synthesize the given product. Given the product [CH2:10]([O:12][C:13](=[O:19])[CH2:14][CH2:15][C:16](=[O:17])[C:3]1[S:4][CH:5]=[CH:6][N:7]=1)[CH3:11], predict the reactants needed to synthesize it. The reactants are: C[Si](C)(C)[C:3]1[S:4][CH:5]=[CH:6][N:7]=1.[CH2:10]([O:12][C:13](=[O:19])[CH2:14][CH2:15][C:16](Cl)=[O:17])[CH3:11].C([O-])(O)=O.[Na+].